Predict the product of the given reaction. From a dataset of Forward reaction prediction with 1.9M reactions from USPTO patents (1976-2016). (1) Given the reactants O=[C:2]1[CH2:6][S:5][CH2:4][CH:3]1[C:7]([O:9][CH3:10])=[O:8].[NH2:11]O.Cl, predict the reaction product. The product is: [NH2:11][C:2]1[C:3]([C:7]([O:9][CH3:10])=[O:8])=[CH:4][S:5][CH:6]=1. (2) Given the reactants [CH3:1][N:2]1[CH:6]=[C:5]([S:7]([N:10]2[CH2:14][C@H:13]([C:15]3[CH:20]=[CH:19][CH:18]=[CH:17][CH:16]=3)[C@@H:12]([NH:21][C:22]3[CH:27]=[C:26]([C:28]([F:31])([F:30])[F:29])[N:25]=[C:24](S(C)(=O)=O)[N:23]=3)[CH2:11]2)(=[O:9])=[O:8])[N:4]=[CH:3]1.[CH3:36][O-:37].[Na+], predict the reaction product. The product is: [CH3:36][O:37][C:24]1[N:23]=[C:22]([NH:21][C@@H:12]2[C@@H:13]([C:15]3[CH:20]=[CH:19][CH:18]=[CH:17][CH:16]=3)[CH2:14][N:10]([S:7]([C:5]3[N:4]=[CH:3][N:2]([CH3:1])[CH:6]=3)(=[O:9])=[O:8])[CH2:11]2)[CH:27]=[C:26]([C:28]([F:31])([F:30])[F:29])[N:25]=1. (3) Given the reactants [NH:1]1[CH:5]=[CH:4][C:3]([C:6]2[CH:11]=[CH:10][CH:9]=[CH:8][N:7]=2)=[N:2]1.[N+:12]([O-])([OH:14])=[O:13], predict the reaction product. The product is: [N+:12]([C:4]1[C:3]([C:6]2[CH:11]=[CH:10][CH:9]=[CH:8][N:7]=2)=[N:2][NH:1][CH:5]=1)([O-:14])=[O:13]. (4) Given the reactants C([O:3][C:4]([CH:6]([O:8][CH:9]1[CH:14]([C:15]2[CH:20]=[CH:19][C:18]([O:21][CH2:22][CH2:23][CH2:24][O:25][CH2:26][C:27]3[CH:32]=[CH:31][CH:30]=[CH:29][C:28]=3[O:33][CH3:34])=[CH:17][CH:16]=2)[CH2:13][CH2:12][N:11]([C:35]([O:37][C:38]([CH3:41])([CH3:40])[CH3:39])=[O:36])[CH2:10]1)[CH3:7])=[O:5])C.Cl, predict the reaction product. The product is: [C:4]([CH:6]([O:8][CH:9]1[CH:14]([C:15]2[CH:16]=[CH:17][C:18]([O:21][CH2:22][CH2:23][CH2:24][O:25][CH2:26][C:27]3[CH:32]=[CH:31][CH:30]=[CH:29][C:28]=3[O:33][CH3:34])=[CH:19][CH:20]=2)[CH2:13][CH2:12][N:11]([C:35]([O:37][C:38]([CH3:39])([CH3:41])[CH3:40])=[O:36])[CH2:10]1)[CH3:7])([OH:5])=[O:3]. (5) Given the reactants [C:1]([C:3]1[CH:8]=[CH:7][C:6]([N:9]([CH2:15][CH:16]2[CH2:18][CH2:17]2)[C@H:10]([C:12]([OH:14])=O)[CH3:11])=[CH:5][C:4]=1[C:19]([F:22])([F:21])[F:20])#[N:2].[CH3:23][NH:24][CH3:25], predict the reaction product. The product is: [C:1]([C:3]1[CH:8]=[CH:7][C:6]([N:9]([CH2:15][CH:16]2[CH2:18][CH2:17]2)[C@H:10]([C:12]([N:24]([CH3:25])[CH3:23])=[O:14])[CH3:11])=[CH:5][C:4]=1[C:19]([F:22])([F:20])[F:21])#[N:2]. (6) Given the reactants [OH-].[Na+:2].[C:3]([OH:7])(=[O:6])[CH:4]=[CH2:5], predict the reaction product. The product is: [C:3]([O-:7])(=[O:6])[CH:4]=[CH2:5].[Na+:2].[C:3]([OH:7])(=[O:6])[CH:4]=[CH2:5]. (7) Given the reactants Cl.[C:2]([C:6]1[CH:10]=[C:9]([NH2:11])[N:8]([CH2:12][C@H:13]2[CH2:17][CH2:16][CH2:15][O:14]2)[N:7]=1)([CH3:5])([CH3:4])[CH3:3].C(N(CC)CC)C.[F:25][C:26]1[C:34]([C:35]([F:38])([F:37])[F:36])=[CH:33][CH:32]=[CH:31][C:27]=1[C:28](Cl)=[O:29], predict the reaction product. The product is: [C:2]([C:6]1[CH:10]=[C:9]([NH:11][C:28](=[O:29])[C:27]2[CH:31]=[CH:32][CH:33]=[C:34]([C:35]([F:36])([F:37])[F:38])[C:26]=2[F:25])[N:8]([CH2:12][C@H:13]2[CH2:17][CH2:16][CH2:15][O:14]2)[N:7]=1)([CH3:5])([CH3:3])[CH3:4]. (8) Given the reactants Cl[C:2]1[CH:7]=[C:6]([N:8]2[CH:12]=[CH:11][CH:10]=[N:9]2)[CH:5]=[C:4]([C:13]2[CH:18]=[CH:17][C:16]([O:19][CH:20]([CH3:22])[CH3:21])=[CH:15][CH:14]=2)[N:3]=1.[F-:23].[Cs+].CS(C)=O, predict the reaction product. The product is: [F:23][C:2]1[CH:7]=[C:6]([N:8]2[CH:12]=[CH:11][CH:10]=[N:9]2)[CH:5]=[C:4]([C:13]2[CH:18]=[CH:17][C:16]([O:19][CH:20]([CH3:22])[CH3:21])=[CH:15][CH:14]=2)[N:3]=1. (9) Given the reactants [OH:1][C:2]1[C:3]([C:8]([O:10]C)=O)=[N:4][CH:5]=[CH:6][N:7]=1.C(N(CC)CC)C.Cl.[CH2:20]([O:22][C:23](=[O:32])[C@H:24]([CH2:26][C:27]([O:29][CH2:30][CH3:31])=[O:28])[NH2:25])[CH3:21].Cl, predict the reaction product. The product is: [OH:1][C:2]1[C:3]([C:8]([NH:25][C@@H:24]([CH2:26][C:27]([O:29][CH2:30][CH3:31])=[O:28])[C:23]([O:22][CH2:20][CH3:21])=[O:32])=[O:10])=[N:4][CH:5]=[CH:6][N:7]=1. (10) Given the reactants [NH2:1][C:2]1[N:7]=[CH:6][C:5]([C:8]#[C:9][C:10]2[C:11]([CH2:26][CH3:27])=[N:12][CH:13]=[CH:14][C:15]=2[C:16]2[CH:24]=[CH:23][C:19]([C:20](O)=[O:21])=[C:18]([F:25])[CH:17]=2)=[CH:4][CH:3]=1.[CH:28]1([N:31]2[CH2:36][CH2:35][NH:34][CH2:33][CH2:32]2)[CH2:30][CH2:29]1.CN(C(ON1N=NC2C=CC=NC1=2)=[N+](C)C)C.F[P-](F)(F)(F)(F)F.CCN(C(C)C)C(C)C, predict the reaction product. The product is: [NH2:1][C:2]1[N:7]=[CH:6][C:5]([C:8]#[C:9][C:10]2[C:11]([CH2:26][CH3:27])=[N:12][CH:13]=[CH:14][C:15]=2[C:16]2[CH:24]=[CH:23][C:19]([C:20]([N:34]3[CH2:35][CH2:36][N:31]([CH:28]4[CH2:30][CH2:29]4)[CH2:32][CH2:33]3)=[O:21])=[C:18]([F:25])[CH:17]=2)=[CH:4][CH:3]=1.